This data is from Forward reaction prediction with 1.9M reactions from USPTO patents (1976-2016). The task is: Predict the product of the given reaction. (1) Given the reactants [H-].[Na+].[CH2:3]([O:5][CH:6](P(OCC)(OCC)=O)[C:7]([O:9][CH3:10])=[O:8])[CH3:4].[Cl:19][CH2:20][CH2:21][O:22][C:23]1[CH:30]=[CH:29][C:26]([CH:27]=O)=[CH:25][CH:24]=1, predict the reaction product. The product is: [Cl:19][CH2:20][CH2:21][O:22][C:23]1[CH:30]=[CH:29][C:26]([CH:27]=[C:6]([O:5][CH2:3][CH3:4])[C:7]([O:9][CH3:10])=[O:8])=[CH:25][CH:24]=1. (2) Given the reactants [O:1]([C:8]1[CH:9]=[CH:10][C:11]([CH2:14][OH:15])=[N:12][CH:13]=1)[C:2]1[CH:7]=[CH:6][CH:5]=[CH:4][CH:3]=1.[O-2].[Mg+4].[O-2], predict the reaction product. The product is: [O:1]([C:8]1[CH:9]=[CH:10][C:11]([CH:14]=[O:15])=[N:12][CH:13]=1)[C:2]1[CH:3]=[CH:4][CH:5]=[CH:6][CH:7]=1. (3) Given the reactants [CH2:1]([O:8][C:9]1[C:10]([C:21](OC)=[O:22])=[N:11][N:12]2[CH2:17][CH:16]([CH3:18])[N:15]([CH3:19])[C:14](=[O:20])[C:13]=12)[C:2]1[CH:7]=[CH:6][CH:5]=[CH:4][CH:3]=1.[F:25][C:26]1[CH:33]=[CH:32][C:29]([CH2:30][NH2:31])=[CH:28][CH:27]=1, predict the reaction product. The product is: [CH2:1]([O:8][C:9]1[C:10]([C:21]([NH:31][CH2:30][C:29]2[CH:32]=[CH:33][C:26]([F:25])=[CH:27][CH:28]=2)=[O:22])=[N:11][N:12]2[CH2:17][CH:16]([CH3:18])[N:15]([CH3:19])[C:14](=[O:20])[C:13]=12)[C:2]1[CH:3]=[CH:4][CH:5]=[CH:6][CH:7]=1. (4) Given the reactants [CH:1]1([O:6][C:7]2[CH:12]=[CH:11][C:10]([NH2:13])=[CH:9][CH:8]=2)[CH2:5][CH2:4][CH2:3][CH2:2]1.[CH3:14][O:15][CH:16]([O:19][CH3:20])[CH2:17]Br.C(=O)([O-])[O-].[K+].[K+], predict the reaction product. The product is: [CH:1]1([O:6][C:7]2[CH:8]=[CH:9][C:10]([NH:13][CH2:17][CH:16]([O:19][CH3:20])[O:15][CH3:14])=[CH:11][CH:12]=2)[CH2:5][CH2:4][CH2:3][CH2:2]1. (5) Given the reactants [CH2:1]=[CH:2][CH:3]([OH:6])[CH2:4][OH:5].[CH3:7][CH:8]([CH:14]=[C:15]([CH3:17])[CH3:16])[CH2:9][CH2:10][C:11](=O)[CH3:12], predict the reaction product. The product is: [CH3:7][CH:8]([CH:14]=[C:15]([CH3:17])[CH3:16])[CH2:9][CH2:10][C:11]1([CH3:12])[O:6][CH:3]([CH:2]=[CH2:1])[CH2:4][O:5]1. (6) Given the reactants [F:1][C:2]([F:13])([F:12])[C:3]1[CH:7]=[CH:6][NH:5][C:4]=1[C:8]([O:10][CH3:11])=O.[CH3:14][O:15][C:16]1[CH:21]=[CH:20][C:19](B(O)O)=[CH:18][CH:17]=1.[F:25][C:26]1[C:31]([F:32])=C(O)[CH:29]=[CH:28][C:27]=1[CH2:34][CH2:35][C:36](OCC)=[O:37], predict the reaction product. The product is: [F:25][C:26]1[C:31]([F:32])=[C:11]([O:10][CH2:8][C:4]2[N:5]([C:19]3[CH:20]=[CH:21][C:16]([O:15][CH3:14])=[CH:17][CH:18]=3)[CH:6]=[CH:7][C:3]=2[C:2]([F:13])([F:12])[F:1])[CH:29]=[CH:28][C:27]=1[CH2:34][CH2:35][CH2:36][OH:37].